Task: Predict the reaction yield, written as a fraction of the theoretical maximum amount of product (1.0 means a 100% yield; for example, 0.34 means a 34% yield).. Dataset: Reaction yield outcomes from USPTO patents with 853,638 reactions (1) The reactants are [Si:1]([O:18][CH2:19][C@@H:20]1[C@H:24]2[O:25][C:26]([CH3:29])([CH3:28])[O:27][C@H:23]2[CH:22]([C:30](=[CH:33]O)[C:31]#[N:32])[O:21]1)([C:14]([CH3:17])([CH3:16])[CH3:15])([C:8]1[CH:13]=[CH:12][CH:11]=[CH:10][CH:9]=1)[C:2]1[CH:7]=[CH:6][CH:5]=[CH:4][CH:3]=1.[NH2:35][NH:36][C:37]([NH2:39])=[S:38].CC(O)=O.O. The catalyst is CCO. The product is [Si:1]([O:18][CH2:19][C@@H:20]1[C@H:24]2[O:25][C:26]([CH3:29])([CH3:28])[O:27][C@H:23]2[CH:22]([C:30]([C:31]#[N:32])=[CH:33][NH:35][NH:36][C:37](=[S:38])[NH2:39])[O:21]1)([C:14]([CH3:17])([CH3:15])[CH3:16])([C:8]1[CH:13]=[CH:12][CH:11]=[CH:10][CH:9]=1)[C:2]1[CH:7]=[CH:6][CH:5]=[CH:4][CH:3]=1. The yield is 0.610. (2) The reactants are [C:1]([O:5][C:6]([NH:8][CH2:9][CH2:10][C:11]([OH:13])=O)=[O:7])([CH3:4])([CH3:3])[CH3:2].ON1C(=O)CCC1=O.C1CCC(N=C=NC2CCCCC2)CC1.[CH2:37]([NH2:44])[C:38]1[CH:43]=[CH:42][CH:41]=[CH:40][CH:39]=1. The catalyst is C(Cl)Cl.O1CCOCC1. The product is [C:1]([O:5][C:6]([NH:8][CH2:9][CH2:10][C:11]([NH:44][CH2:37][C:38]1[CH:43]=[CH:42][CH:41]=[CH:40][CH:39]=1)=[O:13])=[O:7])([CH3:2])([CH3:3])[CH3:4]. The yield is 0.820. (3) The reactants are [N:1]1[C:10]2[C:5](=[CH:6][CH:7]=[CH:8][CH:9]=2)[CH:4]=[CH:3][C:2]=1[CH2:11][O:12][C:13]1[CH:14]=[C:15]([OH:19])[CH:16]=[CH:17][CH:18]=1.C(=O)([O-])[O-].[K+].[K+].[O:26]1[CH2:30][CH2:29]OC1=O. The catalyst is O. The product is [N:1]1[C:10]2[C:5](=[CH:6][CH:7]=[CH:8][CH:9]=2)[CH:4]=[CH:3][C:2]=1[CH2:11][O:12][C:13]1[CH:14]=[C:15]([CH:16]=[CH:17][CH:18]=1)[O:19][CH2:29][CH2:30][OH:26]. The yield is 0.806. (4) The reactants are [NH2:1][C:2]1[C:7]([NH2:8])=[C:6]([C:9]2[CH:14]=[CH:13][C:12]([C:15]3([NH:18]C(=O)OC(C)(C)C)[CH2:17][CH2:16]3)=[CH:11][CH:10]=2)[CH:5]=[CH:4][N:3]=1.[CH3:26][N:27]([CH3:36])[C:28]1[CH:29]=[CH:30][C:31]([CH:34]=O)=[N:32][CH:33]=1. No catalyst specified. The product is [NH2:18][C:15]1([C:12]2[CH:11]=[CH:10][C:9]([C:6]3[CH:5]=[CH:4][N:3]=[C:2]4[NH:1][C:34]([C:31]5[N:32]=[CH:33][C:28]([N:27]([CH3:36])[CH3:26])=[CH:29][CH:30]=5)=[N:8][C:7]=34)=[CH:14][CH:13]=2)[CH2:17][CH2:16]1. The yield is 0.610. (5) The reactants are [C:1]([O:5][C:6]([NH:8][C@@H:9]([CH2:13][NH:14][S:15]([C:18]1[CH:23]=[CH:22][CH:21]=[CH:20][C:19]=1[N+:24]([O-:26])=[O:25])(=[O:17])=[O:16])[C:10](O)=[O:11])=[O:7])([CH3:4])([CH3:3])[CH3:2].C1C=CC2N(O)N=NC=2C=1.CCN=C=NCCCN(C)C.Cl.[CH2:49]([O:51][C:52](=[O:56])[CH2:53][NH:54][CH3:55])[CH3:50]. The catalyst is CN(C=O)C.C(Cl)(Cl)Cl. The product is [CH2:49]([O:51][C:52](=[O:56])[CH2:53][N:54]([C:10](=[O:11])[C@@H:9]([NH:8][C:6]([O:5][C:1]([CH3:3])([CH3:2])[CH3:4])=[O:7])[CH2:13][NH:14][S:15]([C:18]1[CH:23]=[CH:22][CH:21]=[CH:20][C:19]=1[N+:24]([O-:26])=[O:25])(=[O:16])=[O:17])[CH3:55])[CH3:50]. The yield is 0.910. (6) The reactants are [F:1][C:2]1[CH:7]=[CH:6][C:5]([C:8](=O)[CH3:9])=[C:4]([OH:11])[CH:3]=1.[Cl-].O[NH3+:14].C([O-])(=O)C.[Na+]. The catalyst is CO. The product is [F:1][C:2]1[CH:7]=[CH:6][C:5]2[C:8]([CH3:9])=[N:14][O:11][C:4]=2[CH:3]=1. The yield is 0.700. (7) The reactants are Cl[C:2]1[N:7]=[CH:6][C:5]([CH:8]([CH3:14])[C:9]([O:11][CH2:12][CH3:13])=[O:10])=[CH:4][CH:3]=1.[CH3:15][N:16](C)C=O. The catalyst is [C-]#N.[C-]#N.[Zn+2].C1C=CC([P]([Pd]([P](C2C=CC=CC=2)(C2C=CC=CC=2)C2C=CC=CC=2)([P](C2C=CC=CC=2)(C2C=CC=CC=2)C2C=CC=CC=2)[P](C2C=CC=CC=2)(C2C=CC=CC=2)C2C=CC=CC=2)(C2C=CC=CC=2)C2C=CC=CC=2)=CC=1. The product is [C:15]([C:2]1[N:7]=[CH:6][C:5]([CH:8]([CH3:14])[C:9]([O:11][CH2:12][CH3:13])=[O:10])=[CH:4][CH:3]=1)#[N:16]. The yield is 0.560. (8) The reactants are [Li+].C[Si]([N-][Si](C)(C)C)(C)C.[CH:11]1[C:20]2[C:15](=[CH:16][CH:17]=[CH:18][CH:19]=2)[CH:14]=[CH:13][CH:12]=1.[CH3:21][NH:22][CH3:23].[CH2:24]1C[O:27][CH2:26][CH2:25]1. The catalyst is CC(OC1C=CC=C(OC(C)C)C=1C1C(P(C2CCCCC2)C2CCCCC2)=CC=CC=1)C.CC(OC)(C)C.C1C=[C-]C(CCN)=CC=1.Cl[Pd+]. The product is [CH3:21][N:22]([CH3:23])[C:17]1[CH:16]=[C:15]2[C:20](=[CH:19][CH:18]=1)[CH:11]=[C:12]1[C:26](=[O:27])[CH2:25][CH2:24][C:13]1=[CH:14]2. The yield is 0.250.